Dataset: Full USPTO retrosynthesis dataset with 1.9M reactions from patents (1976-2016). Task: Predict the reactants needed to synthesize the given product. Given the product [CH3:39][O:40][CH2:41][CH2:42][CH2:43][O:44][CH:45]([C:59]1[CH:64]=[CH:63][CH:62]=[CH:61][CH:60]=1)[CH:46]1[CH2:51][CH2:50][CH2:49][N:48]([C:52]([NH:65][C@@H:66]([CH2:76][CH:77]2[CH2:78][CH2:79][CH2:80][CH2:81][CH2:82]2)[CH2:67][NH:68][C:69](=[O:75])[O:70][C:71]([CH3:74])([CH3:72])[CH3:73])=[CH:53][N+:54]([O-:56])=[O:55])[CH2:47]1, predict the reactants needed to synthesize it. The reactants are: Cl.COCCCOC(C1C=CC=CC=1)C1CCCNC1.CSC(SC)=C[N+]([O-])=O.C(N(C(C)C)CC)(C)C.[CH3:39][O:40][CH2:41][CH2:42][CH2:43][O:44][CH:45]([C:59]1[CH:64]=[CH:63][CH:62]=[CH:61][CH:60]=1)[CH:46]1[CH2:51][CH2:50][CH2:49][N:48](/[C:52](/SC)=[CH:53]/[N+:54]([O-:56])=[O:55])[CH2:47]1.[NH2:65][C@@H:66]([CH2:76][CH:77]1[CH2:82][CH2:81][CH2:80][CH2:79][CH2:78]1)[CH2:67][NH:68][C:69](=[O:75])[O:70][C:71]([CH3:74])([CH3:73])[CH3:72].